Task: Predict which catalyst facilitates the given reaction.. Dataset: Catalyst prediction with 721,799 reactions and 888 catalyst types from USPTO (1) Reactant: [Mg].Br[CH2:3][CH2:4][CH2:5][CH2:6][CH2:7][CH2:8][CH2:9][CH2:10][CH3:11].CON(C)[C:15](=[O:25])[CH2:16][CH2:17][CH2:18][CH2:19][CH2:20][CH2:21][CH2:22][CH2:23][CH3:24].Cl. Product: [CH3:11][CH2:10][CH2:9][CH2:8][CH2:7][CH2:6][CH2:5][CH2:4][CH2:3][C:15](=[O:25])[CH2:16][CH2:17][CH2:18][CH2:19][CH2:20][CH2:21][CH2:22][CH2:23][CH3:24]. The catalyst class is: 1. (2) Reactant: N[C:2]1[C:3]([CH3:12])=[C:4]([C:8]([F:11])([F:10])[F:9])[CH:5]=[CH:6][CH:7]=1.Cl.N([O-])=O.[Na+].[I-:18].[K+].[OH-].[Na+]. Product: [I:18][C:2]1[C:3]([CH3:12])=[C:4]([C:8]([F:11])([F:10])[F:9])[CH:5]=[CH:6][CH:7]=1. The catalyst class is: 6. (3) Product: [CH3:34][Sn:35]([CH3:37])([CH3:36])[C:13]1[S:12][C:11]2=[C:15]([CH2:21][CH2:22][CH2:23][CH2:24][CH2:25][CH2:26][CH2:27][CH3:28])[C:16]3[CH:20]=[C:19]([Sn:35]([CH3:37])([CH3:36])[CH3:34])[S:18][C:17]=3[C:9]([CH2:1][CH2:2][CH2:3][CH2:4][CH2:5][CH2:6][CH2:7][CH3:8])=[C:10]2[CH:14]=1. Reactant: [CH2:1]([C:9]1[C:17]2[S:18][CH:19]=[CH:20][C:16]=2[C:15]([CH2:21][CH2:22][CH2:23][CH2:24][CH2:25][CH2:26][CH2:27][CH3:28])=[C:11]2[S:12][CH:13]=[CH:14][C:10]=12)[CH2:2][CH2:3][CH2:4][CH2:5][CH2:6][CH2:7][CH3:8].C([Li])CCC.[CH3:34][Sn:35](Cl)([CH3:37])[CH3:36]. The catalyst class is: 1. (4) Reactant: C[O:2][C:3]([C@H:5]1[CH2:10][CH2:9][C@H:8]([C:11]2[N:15]3[CH:16]=[CH:17][N:18]=[C:19]([NH2:20])[C:14]3=[C:13]([C:21]3[CH:30]=[C:29]4[C:24]([CH:25]=[CH:26][C:27]([C:31]5[CH:36]=[CH:35][CH:34]=[CH:33][CH:32]=5)=[N:28]4)=[CH:23][CH:22]=3)[N:12]=2)[CH2:7][CH2:6]1)=O.[H-].[H-].[H-].[H-].[Li+].[Al+3]. Product: [NH2:20][C:19]1[C:14]2[N:15]([C:11]([C@H:8]3[CH2:7][CH2:6][C@H:5]([CH2:3][OH:2])[CH2:10][CH2:9]3)=[N:12][C:13]=2[C:21]2[CH:30]=[C:29]3[C:24]([CH:25]=[CH:26][C:27]([C:31]4[CH:36]=[CH:35][CH:34]=[CH:33][CH:32]=4)=[N:28]3)=[CH:23][CH:22]=2)[CH:16]=[CH:17][N:18]=1. The catalyst class is: 1. (5) The catalyst class is: 36. Product: [OH:30][NH:29][C:23]([C:21]1[CH:20]=[CH:19][C:17]2[CH2:18][N:12]([C:10]([NH:9][C:6]3[CH:5]=[CH:4][C:3]([O:2][CH3:1])=[CH:8][CH:7]=3)=[O:11])[CH2:13][CH2:14][O:15][C:16]=2[N:22]=1)=[O:25]. Reactant: [CH3:1][O:2][C:3]1[CH:8]=[CH:7][C:6]([NH:9][C:10]([N:12]2[CH2:18][C:17]3[CH:19]=[CH:20][C:21]([C:23]([O:25]C(C)C)=O)=[N:22][C:16]=3[O:15][CH2:14][CH2:13]2)=[O:11])=[CH:5][CH:4]=1.[NH2:29][OH:30].[OH-].[Na+].Cl. (6) Reactant: Br[C:2]1[CH:3]=[C:4]2[C:9]([NH:10][C@H:11]3[C:15]4([CH2:18][CH2:17][CH2:16]4)[CH2:14][N:13]([C:19]([O:21][CH2:22][C:23]4[CH:28]=[CH:27][CH:26]=[CH:25][CH:24]=4)=[O:20])[CH2:12]3)=[C:8]([C:29](=[O:31])[NH2:30])[CH:7]=[N:6][N:5]2[CH:32]=1.[CH3:33][N:34]1[CH:38]=[C:37](B2OC(C)(C)C(C)(C)O2)[CH:36]=[N:35]1.P([O-])([O-])([O-])=O.[K+].[K+].[K+].N#N. Product: [C:29]([C:8]1[CH:7]=[N:6][N:5]2[CH:32]=[C:2]([C:37]3[CH:36]=[N:35][N:34]([CH3:33])[CH:38]=3)[CH:3]=[C:4]2[C:9]=1[NH:10][C@H:11]1[C:15]2([CH2:18][CH2:17][CH2:16]2)[CH2:14][N:13]([C:19]([O:21][CH2:22][C:23]2[CH:28]=[CH:27][CH:26]=[CH:25][CH:24]=2)=[O:20])[CH2:12]1)(=[O:31])[NH2:30]. The catalyst class is: 440. (7) Reactant: [CH3:1][O:2][C@@H:3]([CH3:6])[CH2:4][OH:5].[CH3:7]CN(CC)CC.[C:14]1(C)[C:15]([S:20](Cl)(=[O:22])=[O:21])=[CH:16][CH:17]=[CH:18][CH:19]=1. Product: [CH3:7][C:18]1[CH:19]=[CH:14][C:15]([S:20]([O:5][CH2:4][C@@H:3]([O:2][CH3:1])[CH3:6])(=[O:21])=[O:22])=[CH:16][CH:17]=1. The catalyst class is: 2.